Dataset: TCR-epitope binding with 47,182 pairs between 192 epitopes and 23,139 TCRs. Task: Binary Classification. Given a T-cell receptor sequence (or CDR3 region) and an epitope sequence, predict whether binding occurs between them. (1) The epitope is IVTDFSVIK. The TCR CDR3 sequence is CASSPLQGTGSGANVLTF. Result: 0 (the TCR does not bind to the epitope). (2) The epitope is TPRVTGGGAM. The TCR CDR3 sequence is CASGRGTGTRGRNEQFF. Result: 1 (the TCR binds to the epitope). (3) The epitope is RQLLFVVEV. The TCR CDR3 sequence is CASSPTLVPYEQYF. Result: 1 (the TCR binds to the epitope). (4) The epitope is LLQTGIHVRVSQPSL. The TCR CDR3 sequence is CASSQDGGAFVGNTIYF. Result: 0 (the TCR does not bind to the epitope). (5) The epitope is GLCTLVAML. The TCR CDR3 sequence is CASSLGGRASTDTQYF. Result: 1 (the TCR binds to the epitope). (6) The epitope is KRWIILGLNK. The TCR CDR3 sequence is CASSRSWLAGGLSTDTQYF. Result: 1 (the TCR binds to the epitope). (7) The TCR CDR3 sequence is CASSDQGRHATDTQYF. The epitope is IPIQASLPF. Result: 0 (the TCR does not bind to the epitope).